Task: Predict the reactants needed to synthesize the given product.. Dataset: Full USPTO retrosynthesis dataset with 1.9M reactions from patents (1976-2016) (1) Given the product [CH2:1]([O:8][C:9]1[CH:14]=[CH:13][C:12]([C:15]2[CH:20]=[CH:19][CH:18]=[C:17]([NH:21][C@H:22]([C:30]([OH:32])=[O:31])[CH2:23][C:24]3[CH:29]=[CH:28][CH:27]=[CH:26][CH:25]=3)[CH:16]=2)=[CH:11][CH:10]=1)[C:2]1[CH:7]=[CH:6][CH:5]=[CH:4][CH:3]=1, predict the reactants needed to synthesize it. The reactants are: [CH2:1]([O:8][C:9]1[CH:14]=[CH:13][C:12]([C:15]2[CH:20]=[CH:19][CH:18]=[C:17]([NH:21][C@H:22]([C:30]([O:32]C)=[O:31])[CH2:23][C:24]3[CH:29]=[CH:28][CH:27]=[CH:26][CH:25]=3)[CH:16]=2)=[CH:11][CH:10]=1)[C:2]1[CH:7]=[CH:6][CH:5]=[CH:4][CH:3]=1.CO.[OH-].[Na+].Cl. (2) Given the product [CH3:38][C@H:14]1[CH2:15][CH2:16][C@H:17]([C:33]([N:23]([CH:21]([CH3:20])[CH3:22])[C:24]2[CH:28]=[CH:27][S:26][C:25]=2[C:29]([O:31][CH3:32])=[O:30])=[O:36])[CH2:18][CH2:19]1, predict the reactants needed to synthesize it. The reactants are: [C:14]1(P([C:14]2[CH:19]=[CH:18][CH:17]=[CH:16][CH:15]=2)[C:14]2[CH:19]=[CH:18][CH:17]=[CH:16][CH:15]=2)[CH:19]=[CH:18][CH:17]=[CH:16][CH:15]=1.[CH3:20][CH:21]([NH:23][C:24]1[CH:28]=[CH:27][S:26][C:25]=1[C:29]([O:31][CH3:32])=[O:30])[CH3:22].[C:33](=[O:36])(O)[O-].[Na+].[CH2:38](Cl)Cl. (3) The reactants are: [CH2:1]([NH:3][C:4]1[C:9]([CH:10]=O)=[CH:8][N:7]=[C:6]([S:12][CH3:13])[N:5]=1)[CH3:2].[Br:14][C:15]1[CH:20]=[CH:19][C:18]([CH2:21][C:22]([O:24]CC)=O)=[C:17]([Cl:27])[CH:16]=1.C(=O)([O-])[O-].[Cs+].[Cs+].C(OCC)(=O)C. Given the product [Br:14][C:15]1[CH:20]=[CH:19][C:18]([C:21]2[C:22](=[O:24])[N:3]([CH2:1][CH3:2])[C:4]3[N:5]=[C:6]([S:12][CH3:13])[N:7]=[CH:8][C:9]=3[CH:10]=2)=[C:17]([Cl:27])[CH:16]=1, predict the reactants needed to synthesize it. (4) Given the product [Br:26][C:27]1[CH:39]=[CH:38][C:37]2[C:36]3[C:31](=[CH:32][CH:33]=[CH:34][CH:35]=3)[N:30]([C:6]3[CH:7]=[CH:2][CH:3]=[C:4]([C:8]4[CH:25]=[CH:24][C:23]5[C:22]6[C:17](=[CH:18][CH:19]=[CH:20][CH:21]=6)[C:16]6[C:11](=[CH:12][CH:13]=[CH:14][CH:15]=6)[C:10]=5[CH:9]=4)[CH:5]=3)[C:29]=2[CH:28]=1, predict the reactants needed to synthesize it. The reactants are: I[C:2]1[CH:3]=[C:4]([C:8]2[CH:25]=[CH:24][C:23]3[C:22]4[C:17](=[CH:18][CH:19]=[CH:20][CH:21]=4)[C:16]4[C:11](=[CH:12][CH:13]=[CH:14][CH:15]=4)[C:10]=3[CH:9]=2)[CH:5]=[CH:6][CH:7]=1.[Br:26][C:27]1[CH:39]=[CH:38][C:37]2[C:36]3[C:31](=[CH:32][CH:33]=[CH:34][CH:35]=3)[NH:30][C:29]=2[CH:28]=1.C1(N)CCCCC1N. (5) Given the product [C:1]([C:3]1[CH:4]=[CH:5][C:6]([C:7]([N:9]([CH:10]2[CH2:11][CH2:12][N:13]([CH2:20][CH:21]3[CH2:23][CH2:22]3)[CH2:14][CH2:15]2)[CH3:16])=[O:8])=[CH:17][CH:18]=1)#[N:2], predict the reactants needed to synthesize it. The reactants are: [C:1]([C:3]1[CH:18]=[CH:17][C:6]([C:7]([N:9]([CH3:16])[CH:10]2[CH2:15][CH2:14][NH:13][CH2:12][CH2:11]2)=[O:8])=[CH:5][CH:4]=1)#[N:2].Br[CH2:20][CH:21]1[CH2:23][CH2:22]1.C([O-])([O-])=O.[K+].[K+]. (6) Given the product [NH2:23][CH:24]1[CH2:26][CH2:32][N:31]([C:33]([NH:12][C:10]2[S:11][C:7]([C:5]([NH:4][CH:1]3[CH2:3][CH2:2]3)=[O:6])=[CH:8][N:9]=2)=[O:34])[CH2:30][CH2:25]1, predict the reactants needed to synthesize it. The reactants are: [CH:1]1([NH:4][C:5]([C:7]2[S:11][C:10]([NH:12][Si](C)(C)C)=[N:9][CH:8]=2)=[O:6])[CH2:3][CH2:2]1.C(Cl)(Cl)=O.CC[N:23](C(C)C)[CH:24]([CH3:26])[CH3:25].[CH3:30][N:31]([CH:33]=[O:34])[CH3:32]. (7) Given the product [F:20][C:17]([F:18])([F:19])[C:12]([C:3]1[CH:4]=[CH:5][C:6]2[C:11](=[CH:10][CH:9]=[CH:8][CH:7]=2)[C:2]=1[NH:1][C:26](=[O:27])[CH2:25][CH2:24][CH:23]([CH3:29])[CH3:22])([OH:21])[C:13]([F:14])([F:15])[F:16], predict the reactants needed to synthesize it. The reactants are: [NH2:1][C:2]1[C:11]2[C:6](=[CH:7][CH:8]=[CH:9][CH:10]=2)[CH:5]=[CH:4][C:3]=1[C:12]([OH:21])([C:17]([F:20])([F:19])[F:18])[C:13]([F:16])([F:15])[F:14].[CH3:22][CH:23]([CH3:29])[CH2:24][CH2:25][C:26](Cl)=[O:27]. (8) Given the product [NH2:1][C:2]1[CH:3]=[C:4]2[C:17](=[CH:18][C:19]=1[I:20])[CH2:16][C@:6]1([C:14]3[C:9](=[N:10][CH:11]=[CH:12][CH:13]=3)[NH:8][C:7]1=[O:15])[CH2:5]2, predict the reactants needed to synthesize it. The reactants are: [NH2:1][C:2]1[CH:3]=[C:4]2[C:17](=[CH:18][CH:19]=1)[CH2:16][C@:6]1([C:14]3[C:9](=[N:10][CH:11]=[CH:12][CH:13]=3)[NH:8][C:7]1=[O:15])[CH2:5]2.[I:20]N1C(=O)CCC1=O. (9) Given the product [NH2:8][C:9]1[CH:14]=[C:13]([C:15]2[CH:20]=[CH:19][C:18]([Cl:21])=[C:17]([O:22][CH3:23])[C:16]=2[F:24])[N:12]=[C:11]([C:25]([O:27][CH3:28])=[O:26])[C:10]=1[Cl:29], predict the reactants needed to synthesize it. The reactants are: C(Cl)(=O)C.C([NH:8][C:9]1[CH:14]=[C:13]([C:15]2[CH:20]=[CH:19][C:18]([Cl:21])=[C:17]([O:22][CH3:23])[C:16]=2[F:24])[N:12]=[C:11]([C:25]([O:27][CH3:28])=[O:26])[C:10]=1[Cl:29])(=O)C.C(=O)=O. (10) Given the product [O:25]=[C:26]1[CH:24]2[CH2:32][CH:28]([CH2:29][CH:23]2[NH:20][C:21](=[O:8])[O:43][CH2:42][C:36]2[CH:41]=[CH:40][CH:39]=[CH:38][CH:37]=2)[O:27]1, predict the reactants needed to synthesize it. The reactants are: C1(P(N=[N+]=[N-])(C2C=CC=CC=2)=[O:8])C=CC=CC=1.C([N:20]([CH2:23][CH3:24])[CH2:21]C)C.[O:25]=[C:26]1C2[CH2:32][CH:28]([CH2:29]C2C(O)=O)[O:27]1.[C:36]1([CH2:42][OH:43])[CH:41]=[CH:40][CH:39]=[CH:38][CH:37]=1.